This data is from Forward reaction prediction with 1.9M reactions from USPTO patents (1976-2016). The task is: Predict the product of the given reaction. Given the reactants C([O:3][C:4](=[O:29])[CH2:5][C:6]1[C:7]([CH3:28])=[C:8]([S:16][C:17]2[CH:22]=[CH:21][C:20]([S:23](=[O:27])(=[O:26])[NH:24][CH3:25])=[CH:19][CH:18]=2)[N:9]2[C:14]=1[CH:13]=[CH:12][C:11]([F:15])=[CH:10]2)C.C(O)C.O.[OH-].[Li+], predict the reaction product. The product is: [F:15][C:11]1[CH:12]=[CH:13][C:14]2[N:9]([C:8]([S:16][C:17]3[CH:18]=[CH:19][C:20]([S:23](=[O:27])(=[O:26])[NH:24][CH3:25])=[CH:21][CH:22]=3)=[C:7]([CH3:28])[C:6]=2[CH2:5][C:4]([OH:29])=[O:3])[CH:10]=1.